This data is from Full USPTO retrosynthesis dataset with 1.9M reactions from patents (1976-2016). The task is: Predict the reactants needed to synthesize the given product. (1) Given the product [CH2:34]([S:31]([C:27]1[CH:26]=[C:25]([C:23]#[C:24][C:10]2[CH:11]=[C:12]([C:15]3[CH:16]=[CH:17][CH:18]=[CH:19][CH:20]=3)[CH:13]=[CH:14][C:9]=2[O:8][CH2:7][C:6]([OH:5])=[O:22])[CH:30]=[CH:29][CH:28]=1)(=[O:33])=[O:32])[CH2:35][CH3:36], predict the reactants needed to synthesize it. The reactants are: C([O:5][C:6](=[O:22])[CH2:7][O:8][C:9]1[CH:14]=[CH:13][C:12]([C:15]2[CH:20]=[CH:19][CH:18]=[CH:17][CH:16]=2)=[CH:11][C:10]=1Br)(C)(C)C.[C:23]([C:25]1[CH:30]=[CH:29][CH:28]=[C:27]([S:31]([CH2:34][CH2:35][CH3:36])(=[O:33])=[O:32])[CH:26]=1)#[CH:24]. (2) Given the product [Br:1][C:2]1[C:3]([O:23][CH3:24])=[CH:4][C:5]([OH:21])=[C:6]([C:8](=[O:20])[CH2:9][C:10]2[CH:11]=[CH:12][C:13]([C:14]([O:16][CH3:17])=[O:15])=[CH:18][CH:19]=2)[CH:7]=1, predict the reactants needed to synthesize it. The reactants are: [Br:1][C:2]1[C:3]([O:23][CH3:24])=[CH:4][C:5]([O:21]C)=[C:6]([C:8](=[O:20])[CH2:9][C:10]2[CH:19]=[CH:18][C:13]([C:14]([O:16][CH3:17])=[O:15])=[CH:12][CH:11]=2)[CH:7]=1.[Al+3].[Cl-].[Cl-].[Cl-]. (3) Given the product [NH2:26][C:22]1[O:9][C:5]2[C:6]([CH:17]([C:16]3[CH:11]=[CH:12][C:13]4[O:21][CH2:20][O:19][C:14]=4[CH:15]=3)[C:23]=1[C:24]#[N:25])=[CH:7][CH:8]=[C:3]([N:2]([CH3:10])[CH3:1])[CH:4]=2, predict the reactants needed to synthesize it. The reactants are: [CH3:1][N:2]([CH3:10])[C:3]1[CH:4]=[C:5]([OH:9])[CH:6]=[CH:7][CH:8]=1.[CH:11]1[C:16]([CH:17]=O)=[CH:15][C:14]2[O:19][CH2:20][O:21][C:13]=2[CH:12]=1.[C:22](#[N:26])[CH2:23][C:24]#[N:25].N1CCCCC1. (4) Given the product [ClH:1].[C:2]1([N:8]([CH2:31][CH2:32][C:33]([OH:35])=[O:34])[C:9]([C:11]2[CH:12]=[CH:13][C:14]3[S:18][C:17]([CH2:19][S:20][C:21]4[CH:26]=[CH:25][C:24]([C:27](=[NH:28])[NH2:29])=[CH:23][CH:22]=4)=[N:16][C:15]=3[CH:30]=2)=[O:10])[CH:7]=[CH:6][CH:5]=[CH:4][CH:3]=1, predict the reactants needed to synthesize it. The reactants are: [ClH:1].[C:2]1([N:8]([CH2:31][CH2:32][C:33]([O:35]CC)=[O:34])[C:9]([C:11]2[CH:12]=[CH:13][C:14]3[S:18][C:17]([CH2:19][S:20][C:21]4[CH:26]=[CH:25][C:24]([C:27](=[NH:29])[NH2:28])=[CH:23][CH:22]=4)=[N:16][C:15]=3[CH:30]=2)=[O:10])[CH:7]=[CH:6][CH:5]=[CH:4][CH:3]=1.[OH-].[Na+]. (5) Given the product [CH:11]1([C:17]2[CH:18]=[CH:19][C:20]([NH:21][C:2]3[CH:7]=[CH:6][CH:5]=[CH:4][C:3]=3[N+:8]([O-:10])=[O:9])=[CH:22][CH:23]=2)[CH2:12][CH2:13][CH2:14][CH2:15][CH2:16]1, predict the reactants needed to synthesize it. The reactants are: F[C:2]1[CH:7]=[CH:6][CH:5]=[CH:4][C:3]=1[N+:8]([O-:10])=[O:9].[CH:11]1([C:17]2[CH:23]=[CH:22][C:20]([NH2:21])=[CH:19][CH:18]=2)[CH2:16][CH2:15][CH2:14][CH2:13][CH2:12]1.C([O-])(C)(C)C.[K+].